Dataset: Reaction yield outcomes from USPTO patents with 853,638 reactions. Task: Predict the reaction yield, written as a fraction of the theoretical maximum amount of product (1.0 means a 100% yield; for example, 0.34 means a 34% yield). The reactants are [NH:1]1[C:10]2[C:5](=[CH:6][CH:7]=[CH:8][CH:9]=2)[CH2:4][CH2:3][CH2:2]1.C([O-])([O-])=O.[K+].[K+].C[CH2:18][O:19][C:20](Cl)=[O:21]. The catalyst is CC(C)=O. The product is [N:1]1([C:20]([O:19][CH3:18])=[O:21])[C:10]2[C:5](=[CH:6][CH:7]=[CH:8][CH:9]=2)[CH2:4][CH2:3][CH2:2]1. The yield is 0.980.